This data is from Full USPTO retrosynthesis dataset with 1.9M reactions from patents (1976-2016). The task is: Predict the reactants needed to synthesize the given product. The reactants are: [Br:1][C:2]1[CH:3]=[C:4]2[C:9](=[CH:10][CH:11]=1)[O:8][C:7](=O)[CH2:6][C:5]2([CH3:14])[CH3:13].[C:15]1(C)C=CC=CC=1.[OH-].[Na+]. Given the product [Br:1][C:2]1[CH:3]=[C:4]2[C:9](=[CH:10][CH:11]=1)[O:8][C:7](=[CH2:15])[CH2:6][C:5]2([CH3:14])[CH3:13], predict the reactants needed to synthesize it.